From a dataset of TCR-epitope binding with 47,182 pairs between 192 epitopes and 23,139 TCRs. Binary Classification. Given a T-cell receptor sequence (or CDR3 region) and an epitope sequence, predict whether binding occurs between them. The epitope is SEVGPEHSLAEY. The TCR CDR3 sequence is RASSLYRDTYEQYF. Result: 0 (the TCR does not bind to the epitope).